Dataset: Reaction yield outcomes from USPTO patents with 853,638 reactions. Task: Predict the reaction yield, written as a fraction of the theoretical maximum amount of product (1.0 means a 100% yield; for example, 0.34 means a 34% yield). (1) The reactants are [CH:1]1([CH2:4][O:5][C:6]2[CH:11]=[CH:10][C:9]([S:12]([CH2:15][CH3:16])(=[O:14])=[O:13])=[CH:8][C:7]=2B2OC(C)(C)C(C)(C)O2)[CH2:3][CH2:2]1.Br[C:27]1[C:28]2[CH:37]=[C:36]([C:38]([NH2:40])=[O:39])[S:35][C:29]=2[C:30](=[O:34])[N:31]([CH3:33])[CH:32]=1.[O-]P([O-])([O-])=O.[K+].[K+].[K+]. The catalyst is O1CCOCC1.O.C1C=CC(P(C2C=CC=CC=2)[C-]2C=CC=C2)=CC=1.C1C=CC(P(C2C=CC=CC=2)[C-]2C=CC=C2)=CC=1.Cl[Pd]Cl.[Fe+2]. The product is [CH:1]1([CH2:4][O:5][C:6]2[CH:11]=[CH:10][C:9]([S:12]([CH2:15][CH3:16])(=[O:13])=[O:14])=[CH:8][C:7]=2[C:27]2[C:28]3[CH:37]=[C:36]([C:38]([NH2:40])=[O:39])[S:35][C:29]=3[C:30](=[O:34])[N:31]([CH3:33])[CH:32]=2)[CH2:2][CH2:3]1. The yield is 0.260. (2) The reactants are [Li][CH2:2]CCC.[O:6]([C:13]1[CH:14]=[C:15]([C:19]23[CH2:26][CH2:25][C:22]([CH2:27][CH2:28][CH2:29][CH:30]=O)([CH2:23][CH2:24]2)[CH2:21][O:20]3)[CH:16]=[CH:17][CH:18]=1)[C:7]1[CH:12]=[CH:11][CH:10]=[CH:9][CH:8]=1. The catalyst is [Br-].C[P+](C1C=CC=CC=1)(C1C=CC=CC=1)C1C=CC=CC=1.C1COCC1.CCCCCC. The product is [CH2:27]([C:22]12[CH2:25][CH2:26][C:19]([C:15]3[CH:16]=[CH:17][CH:18]=[C:13]([O:6][C:7]4[CH:12]=[CH:11][CH:10]=[CH:9][CH:8]=4)[CH:14]=3)([CH2:24][CH2:23]1)[O:20][CH2:21]2)[CH2:28][CH2:29][CH:30]=[CH2:2]. The yield is 0.810. (3) The reactants are [Br:1][C:2]1[CH:7]=[CH:6][CH:5]=[C:4]([NH2:8])[C:3]=1[NH2:9].[Cl:10][Sn]Cl.CO[C:15](OC)(OC)[CH3:16]. The catalyst is CCO. The product is [Br:1][C:2]1[C:3]2[N:9]=[C:15]([CH3:16])[NH:8][C:4]=2[CH:5]=[C:6]([Cl:10])[CH:7]=1. The yield is 0.897. (4) The reactants are [Br:1][C:2]1[CH:3]=[C:4]([CH:8]=[CH:9][C:10]=1[N:11]1[C:23]2[CH2:22][CH2:21][CH2:20][C:19](=O)[C:18]=2[C:17]2[C:12]1=[CH:13][CH:14]=[CH:15][CH:16]=2)[C:5]([NH2:7])=[O:6].Cl.[NH2:26][OH:27].CO. The catalyst is C(N(CC)CC)C. The product is [Br:1][C:2]1[CH:3]=[C:4]([CH:8]=[CH:9][C:10]=1[N:11]1[C:23]2[CH2:22][CH2:21][CH2:20][C:19](=[N:26][OH:27])[C:18]=2[C:17]2[C:12]1=[CH:13][CH:14]=[CH:15][CH:16]=2)[C:5]([NH2:7])=[O:6]. The yield is 0.500. (5) The reactants are [H-].C([Al+]CC(C)C)C(C)C.C(O[C:14](=O)[CH:15]([CH2:21][CH:22]([CH3:24])[CH3:23])[C:16]([O:18][CH2:19][CH3:20])=[O:17])C.[F:26][C:27]1[CH:34]=[CH:33][C:30]([CH2:31][NH2:32])=[CH:29][CH:28]=1.C([BH3-])#N.[Na+]. The catalyst is C1(C)C=CC=CC=1.ClCCl.C(O)C.C(O)(=O)C. The product is [CH2:19]([O:18][C:16](=[O:17])[CH:15]([CH2:14][NH:32][CH2:31][C:30]1[CH:33]=[CH:34][C:27]([F:26])=[CH:28][CH:29]=1)[CH2:21][CH:22]([CH3:23])[CH3:24])[CH3:20]. The yield is 0.280.